Task: Predict the product of the given reaction.. Dataset: Forward reaction prediction with 1.9M reactions from USPTO patents (1976-2016) (1) Given the reactants [Cl:1][C:2]1[CH:7]=[CH:6][C:5]([CH2:8][C:9]([OH:11])=O)=[CH:4][CH:3]=1.C[Si]([N-][Si](C)(C)C)(C)C.[Na+].[F:22][C:23]1[CH:32]=[CH:31][C:30]([C:33]([F:36])([F:35])[F:34])=[CH:29][C:24]=1C(OC)=O, predict the reaction product. The product is: [Cl:1][C:2]1[CH:3]=[CH:4][C:5]([CH2:8][C:9]([C:24]2[CH:29]=[C:30]([C:33]([F:35])([F:36])[F:34])[CH:31]=[CH:32][C:23]=2[F:22])=[O:11])=[CH:6][CH:7]=1. (2) Given the reactants [C:1]([NH:5][S:6]([C:9]1[C:10]([CH:24]([F:26])[F:25])=[N:11][CH:12]=[C:13](B2OC(C)(C)C(C)(C)O2)[CH:14]=1)(=[O:8])=[O:7])([CH3:4])([CH3:3])[CH3:2].[Cl:27][C:28]1[C:29]2[N:30]([CH:35]=[CH:36][C:37]=2[C:38]2[CH:43]=[CH:42][CH:41]=[CH:40][CH:39]=2)[C:31](Cl)=[N:32][N:33]=1.[O-]P([O-])([O-])=O.[K+].[K+].[K+].F[B-](F)(F)F.C1([PH+](C2CCCCC2)C2CCCCC2)CCCCC1, predict the reaction product. The product is: [C:1]([NH:5][S:6]([C:9]1[C:10]([CH:24]([F:25])[F:26])=[N:11][CH:12]=[C:13]([C:31]2[N:30]3[CH:35]=[CH:36][C:37]([C:38]4[CH:43]=[CH:42][CH:41]=[CH:40][CH:39]=4)=[C:29]3[C:28]([Cl:27])=[N:33][N:32]=2)[CH:14]=1)(=[O:7])=[O:8])([CH3:2])([CH3:3])[CH3:4]. (3) Given the reactants [O-:1]S(C(F)(F)F)(=O)=O.OC1C=[C:12](C=CC=1)[CH:13]=[O:14].C1CN([P+:23]([O:34]N2N=[N:42][C:37]3C=[CH:39][CH:40]=[CH:41][C:36]2=3)(N2CCCC2)N2CCCC2)CC1.F[P-](F)(F)(F)(F)F.CCN([CH:57]([CH3:59])C)C(C)C, predict the reaction product. The product is: [NH:42]1[CH:39]=[CH:40][CH2:41][CH2:36][CH2:37]1.[PH:23](=[O:34])([O:14][CH2:13][CH3:12])[O:1][CH2:57][CH3:59].